This data is from Full USPTO retrosynthesis dataset with 1.9M reactions from patents (1976-2016). The task is: Predict the reactants needed to synthesize the given product. (1) Given the product [CH3:14][N:17]([CH3:18])[C:20]1[CH:22]=[C:4]([NH:10][C:29](=[O:28])[CH3:32])[C:5]([O:8][CH3:9])=[CH:6][CH:21]=1, predict the reactants needed to synthesize it. The reactants are: NC1C=[C:4]([NH:10]C(=O)C)[C:5]([O:8][CH3:9])=[CH:6]C=1.[CH:14]([N:17]([CH:20]([CH3:22])[CH3:21])[CH2:18]C)(C)C.COS([O:28][CH3:29])(=O)=O.[OH-].[Na+].[CH2:32](Cl)Cl. (2) Given the product [F:28][C:29]([F:34])([F:33])[C:30]([OH:32])=[O:31].[NH:8]1[CH2:13][CH2:12][C:11](=[CH:14][C:15]2[CH:16]=[C:17]([CH:18]=[CH:19][CH:20]=2)[O:21][C:22]2[CH:27]=[CH:26][CH:25]=[CH:24][N:23]=2)[CH2:10][CH2:9]1, predict the reactants needed to synthesize it. The reactants are: C(OC([N:8]1[CH2:13][CH2:12][C:11](=[CH:14][C:15]2[CH:20]=[CH:19][CH:18]=[C:17]([O:21][C:22]3[CH:27]=[CH:26][CH:25]=[CH:24][N:23]=3)[CH:16]=2)[CH2:10][CH2:9]1)=O)(C)(C)C.[F:28][C:29]([F:34])([F:33])[C:30]([OH:32])=[O:31]. (3) Given the product [CH2:2]([NH:4][CH2:5][CH2:6][N:7]1[C:11](=[O:12])[C:10]2=[CH:13][CH:14]=[CH:15][CH:16]=[C:9]2[C:8]1=[O:17])[CH3:3], predict the reactants needed to synthesize it. The reactants are: Cl.[CH2:2]([NH:4][CH2:5][CH2:6][N:7]1[C:11](=[O:12])[C:10]2=[CH:13][CH:14]=[CH:15][CH:16]=[C:9]2[C:8]1=[O:17])[CH3:3]. (4) Given the product [ClH:8].[Cl:8][C:9]1[CH:10]=[C:11]([N:16]([CH2:25][CH3:26])[C:17]([CH:19]2[CH2:20][CH2:21][N:22]([CH3:2])[CH2:23][CH2:24]2)=[O:18])[CH:12]=[CH:13][C:14]=1[Cl:15], predict the reactants needed to synthesize it. The reactants are: F[C:2](F)(F)C(O)=O.[Cl:8][C:9]1[CH:10]=[C:11]([N:16]([CH2:25][CH3:26])[C:17]([CH:19]2[CH2:24][CH2:23][NH:22][CH2:21][CH2:20]2)=[O:18])[CH:12]=[CH:13][C:14]=1[Cl:15].C=O.C(O)=O.N. (5) Given the product [NH2:23][CH2:22][C:19]([C:16]1[CH:15]=[CH:14][C:13]([C:12]([NH:11][C:9]2[N:10]=[C:5]3[CH:4]=[CH:3][C:2]([Cl:1])=[CH:7][N:6]3[CH:8]=2)=[O:24])=[CH:18][CH:17]=1)([CH3:20])[CH3:21], predict the reactants needed to synthesize it. The reactants are: [Cl:1][C:2]1[CH:3]=[CH:4][C:5]2[N:6]([CH:8]=[C:9]([NH:11][C:12](=[O:24])[C:13]3[CH:18]=[CH:17][C:16]([C:19]([C:22]#[N:23])([CH3:21])[CH3:20])=[CH:15][CH:14]=3)[N:10]=2)[CH:7]=1.CO.